From a dataset of Forward reaction prediction with 1.9M reactions from USPTO patents (1976-2016). Predict the product of the given reaction. (1) Given the reactants [Cl:1][C:2]1[CH:16]=[CH:15][C:5]2[N:6]=[C:7]([C:9]3[CH:14]=[CH:13][N:12]=[CH:11][CH:10]=3)[S:8][C:4]=2[CH:3]=1.[CH3:17]OS(OC)(=O)=O.[I-:24].[K+], predict the reaction product. The product is: [I-:24].[CH3:17][N+:12]1[CH:11]=[CH:10][C:9]([C:7]2[S:8][C:4]3[CH:3]=[C:2]([Cl:1])[CH:16]=[CH:15][C:5]=3[N:6]=2)=[CH:14][CH:13]=1. (2) Given the reactants [Cl:1][C:2]1[CH:7]=[CH:6][C:5]([C:8]2[CH:9]=[C:10]3[C:16]([C:17]([C:19]4[C:20]([F:33])=[C:21]([NH:26][S:27]([CH2:30][CH2:31][CH3:32])(=[O:29])=[O:28])[CH:22]=[CH:23][C:24]=4[F:25])=[O:18])=[CH:15][NH:14][C:11]3=[N:12][CH:13]=2)=[CH:4][CH:3]=1.[OH-].[K+].[C:36]([O:41][CH:42](Cl)[CH:43]([CH3:45])[CH3:44])(=[O:40])[CH:37]([CH3:39])[CH3:38], predict the reaction product. The product is: [C:36]([O:41][CH:42]([N:14]1[C:11]2=[N:12][CH:13]=[C:8]([C:5]3[CH:6]=[CH:7][C:2]([Cl:1])=[CH:3][CH:4]=3)[CH:9]=[C:10]2[C:16]([C:17](=[O:18])[C:19]2[C:24]([F:25])=[CH:23][CH:22]=[C:21]([NH:26][S:27]([CH2:30][CH2:31][CH3:32])(=[O:28])=[O:29])[C:20]=2[F:33])=[CH:15]1)[CH:43]([CH3:45])[CH3:44])(=[O:40])[CH:37]([CH3:39])[CH3:38].